Task: Predict the reaction yield, written as a fraction of the theoretical maximum amount of product (1.0 means a 100% yield; for example, 0.34 means a 34% yield).. Dataset: Reaction yield outcomes from USPTO patents with 853,638 reactions (1) The reactants are [F:1][C:2]1[CH:7]=[CH:6][C:5]([C:8]2[O:9][CH:10]=[C:11]([CH:13]([CH3:16])[CH2:14][NH2:15])[N:12]=2)=[CH:4][CH:3]=1.[F:17][C:18]([F:34])([F:33])[C:19]1[O:23][N:22]=[C:21]([C:24]2[CH:25]=[C:26]([CH:30]=[CH:31][CH:32]=2)[C:27](O)=[O:28])[N:20]=1. No catalyst specified. The product is [F:1][C:2]1[CH:3]=[CH:4][C:5]([C:8]2[O:9][CH:10]=[C:11]([CH:13]([CH3:16])[CH2:14][NH:15][C:27](=[O:28])[C:26]3[CH:30]=[CH:31][CH:32]=[C:24]([C:21]4[N:20]=[C:19]([C:18]([F:34])([F:33])[F:17])[O:23][N:22]=4)[CH:25]=3)[N:12]=2)=[CH:6][CH:7]=1. The yield is 0.360. (2) The reactants are NC12CC3CC(CC(N[C:13]([C:15]4[CH:20]=[CH:19][CH:18]=[C:17]([CH3:21])[N:16]=4)=[O:14])(C3)C1)C2.Cl.[CH3:23][O:24][C:25]([C:27]12[CH2:36][CH:31]3[CH2:32][CH:33]([CH2:35][C:29]([NH2:37])([CH2:30]3)[CH2:28]1)[CH2:34]2)=[O:26].CC1N=C(C(O)=O)C=CC=1. No catalyst specified. The product is [CH3:23][O:24][C:25]([C:27]12[CH2:36][CH:31]3[CH2:32][CH:33]([CH2:35][C:29]([NH:37][C:13]([C:15]4[CH:20]=[CH:19][CH:18]=[C:17]([CH3:21])[N:16]=4)=[O:14])([CH2:30]3)[CH2:28]1)[CH2:34]2)=[O:26]. The yield is 0.750. (3) The reactants are [CH3:1][C:2]1[O:6][C:5]([C:7]2[CH:12]=[CH:11][CH:10]=[CH:9][CH:8]=2)=[N:4][C:3]=1[CH2:13][O:14][C:15]1[CH:23]=[CH:22][C:18]([CH2:19][O:20][NH2:21])=[CH:17][CH:16]=1.O=[C:25]([C:32]1[CH:37]=[CH:36][CH:35]=[CH:34][CH:33]=1)[CH2:26][CH2:27][C:28]([O:30][CH3:31])=[O:29].C(O)(=O)C.C([O-])(=O)C.[Na+]. The catalyst is C(OCC)(=O)C.CCCCCC.O.CO. The product is [CH3:1][C:2]1[O:6][C:5]([C:7]2[CH:8]=[CH:9][CH:10]=[CH:11][CH:12]=2)=[N:4][C:3]=1[CH2:13][O:14][C:15]1[CH:16]=[CH:17][C:18]([CH2:19][O:20]/[N:21]=[C:25](/[C:32]2[CH:33]=[CH:34][CH:35]=[CH:36][CH:37]=2)\[CH2:26][CH2:27][C:28]([O:30][CH3:31])=[O:29])=[CH:22][CH:23]=1. The yield is 0.760. (4) The reactants are [CH2:1]([NH:3][CH2:4][CH3:5])[CH3:2].[CH3:6]CN(CC)CC.[Cl-].[CH2:14]1[CH2:18][O:17][CH2:16][CH2:15]1. No catalyst specified. The product is [CH2:1]([N:3]([CH2:4][CH3:5])[C:16]([CH:15]1[CH2:14][CH2:18][CH2:6]1)=[O:17])[CH3:2]. The yield is 0.950.